This data is from Catalyst prediction with 721,799 reactions and 888 catalyst types from USPTO. The task is: Predict which catalyst facilitates the given reaction. (1) Reactant: [N:1]1[CH:6]=[CH:5][CH:4]=[CH:3][C:2]=1[CH:7]=[CH:8][C:9]1[C:17]2[C:12](=[CH:13][C:14]([NH:18][C:19]3[CH:27]=[CH:26][CH:25]=[CH:24][C:20]=3[C:21]([OH:23])=O)=[CH:15][CH:16]=2)[NH:11][N:10]=1.[CH3:28][N:29]1[CH:33]=[CH:32][CH:31]=[C:30]1[C:34]([NH:36][NH2:37])=[O:35].C(N(CC)CC)C.CN(C(ON1N=NC2C=CC=NC1=2)=[N+](C)C)C.F[P-](F)(F)(F)(F)F. Product: [N:1]1[CH:6]=[CH:5][CH:4]=[CH:3][C:2]=1/[CH:7]=[CH:8]/[C:9]1[C:17]2[C:12](=[CH:13][C:14]([NH:18][C:19]3[CH:27]=[CH:26][CH:25]=[CH:24][C:20]=3[C:21]([NH:37][NH:36][C:34]([C:30]3[N:29]([CH3:28])[CH:33]=[CH:32][CH:31]=3)=[O:35])=[O:23])=[CH:15][CH:16]=2)[NH:11][N:10]=1. The catalyst class is: 3. (2) Reactant: [S:1]1[CH:5]=[CH:4][CH:3]=[C:2]1[CH2:6][OH:7].C(N(CC)CC)C.[CH3:15][S:16](Cl)(=[O:18])=[O:17]. Product: [S:16]([O:7][CH2:6][C:2]1[S:1][CH:5]=[CH:4][CH:3]=1)(=[O:18])(=[O:17])[CH3:15]. The catalyst class is: 2. (3) Reactant: [Cl:1][C:2]1[CH:7]=[CH:6][C:5]([C:8]2[CH:13]=[CH:12][C:11]([CH3:14])=[C:10]([CH2:15][C:16]([OH:18])=O)[CH:9]=2)=[CH:4][CH:3]=1.S(Cl)(Cl)=O.C(=O)([O-])[O-].[K+].[K+].[NH2:29][C:30]1([C:41]([O:43][CH3:44])=[O:42])[CH2:35][CH2:34][C:33]([O:39][CH3:40])([CH2:36][O:37][CH3:38])[CH2:32][CH2:31]1. Product: [Cl:1][C:2]1[CH:3]=[CH:4][C:5]([C:8]2[CH:13]=[CH:12][C:11]([CH3:14])=[C:10]([CH2:15][C:16]([NH:29][C:30]3([C:41]([O:43][CH3:44])=[O:42])[CH2:31][CH2:32][C:33]([O:39][CH3:40])([CH2:36][O:37][CH3:38])[CH2:34][CH2:35]3)=[O:18])[CH:9]=2)=[CH:6][CH:7]=1. The catalyst class is: 10. (4) Reactant: [Na].[CH2:2]([SH:4])[CH3:3].[CH2:5]([O:7][C:8]([C:10]1[C:11](Cl)=[N:12][CH:13]=[N:14][CH:15]=1)=[O:9])[CH3:6].CN(C=O)C.C1COCC1. Product: [CH2:5]([O:7][C:8]([C:10]1[C:11]([S:4][CH2:2][CH3:3])=[N:12][CH:13]=[N:14][CH:15]=1)=[O:9])[CH3:6]. The catalyst class is: 6. (5) Reactant: [CH:1]1([O:9][CH2:10][CH2:11][OH:12])[C:4]2[CH:5]=[CH:6][CH:7]=[CH:8][C:3]=2[CH2:2]1.C(N(CC)CC)C.[C:20](Cl)(=[O:24])[C:21]([CH3:23])=[CH2:22]. Product: [C:20]([O:12][CH2:11][CH2:10][O:9][CH:1]1[C:4]2[CH:5]=[CH:6][CH:7]=[CH:8][C:3]=2[CH2:2]1)(=[O:24])[C:21]([CH3:23])=[CH2:22]. The catalyst class is: 4. (6) Reactant: C(N(CC)CC)C.[C:8]([O:12][C:13](=[O:24])[NH:14][C@H:15]1[CH2:21][CH2:20][C@@H:19]([CH3:22])[NH:18][CH2:17][C@@H:16]1[OH:23])([CH3:11])([CH3:10])[CH3:9].[N:25]1[CH:30]=[CH:29][CH:28]=[CH:27][C:26]=1[S:31](Cl)(=[O:33])=[O:32]. Product: [C:8]([O:12][C:13](=[O:24])[NH:14][C@H:15]1[CH2:21][CH2:20][C@@H:19]([CH3:22])[N:18]([S:31]([C:26]2[CH:27]=[CH:28][CH:29]=[CH:30][N:25]=2)(=[O:33])=[O:32])[CH2:17][C@@H:16]1[OH:23])([CH3:9])([CH3:11])[CH3:10]. The catalyst class is: 2. (7) Reactant: Br[C:2]1[N:7]=[C:6]([C:8]2[NH:17][C:16](=[O:18])[C:15]3[C:10](=[CH:11][C:12]([O:21][CH3:22])=[CH:13][C:14]=3[O:19][CH3:20])[N:9]=2)[CH:5]=[CH:4][CH:3]=1.C1(P([C:63]2[CH:68]=CC=CC=2)C2C=CC3C(=CC=CC=3)C=2C2C3C(=CC=CC=3)C=CC=2P(C2C=CC=CC=2)C2C=CC=CC=2)C=CC=CC=1.[C:69](=[O:72])([O-])[O-].[Cs+].[Cs+]. Product: [OH:72][CH2:69][CH2:2][N:7]1[CH2:63][CH2:68][N:9]([C:2]2[N:7]=[C:6]([C:8]3[NH:17][C:16](=[O:18])[C:15]4[C:10](=[CH:11][C:12]([O:21][CH3:22])=[CH:13][C:14]=4[O:19][CH3:20])[N:9]=3)[CH:5]=[CH:4][CH:3]=2)[CH2:8][CH2:6]1. The catalyst class is: 160. (8) Reactant: [CH2:1]([O:3][CH:4]1[NH:9][CH2:8][CH2:7][NH:6][CH:5]1[CH3:10])[CH3:2].[Se](=O)=[O:12]. Product: [CH2:1]([O:3][C:4]1[C:5]([CH:10]=[O:12])=[N:6][CH:7]=[CH:8][N:9]=1)[CH3:2]. The catalyst class is: 25. (9) Reactant: O.Cl.Cl.Cl.[NH2:5][C:6]1[C:11]([NH2:12])=[CH:10][C:9]([NH2:13])=[C:8]([NH2:14])[N:7]=1.OC1C=C(C(O)=O)C(O)=CC=1C(O)=O.[Na+].[Na+].OC1C=C(C([O-])=O)C(O)=CC=1C([O-])=O.C(O)(=O)C. Product: [NH2:5][C:6]1[C:11]([NH2:12])=[CH:10][C:9]([NH2:13])=[C:8]([NH2:14])[N:7]=1. The catalyst class is: 801. (10) Reactant: C([NH:5][S:6]([C:9]1[S:10][C:11]([C:14]2[CH:19]=[C:18]([C:20]3[N:25]=[C:24]([C:26]4[CH:31]=[CH:30][C:29]([Cl:32])=[CH:28][CH:27]=4)[CH:23]=[C:22]([C:33]([F:36])([F:35])[F:34])[N:21]=3)[CH:17]=[CH:16][N:15]=2)=[CH:12][CH:13]=1)(=[O:8])=[O:7])(C)(C)C.C(O)(C(F)(F)F)=O. Product: [Cl:32][C:29]1[CH:28]=[CH:27][C:26]([C:24]2[CH:23]=[C:22]([C:33]([F:34])([F:35])[F:36])[N:21]=[C:20]([C:18]3[CH:17]=[CH:16][N:15]=[C:14]([C:11]4[S:10][C:9]([S:6]([NH2:5])(=[O:7])=[O:8])=[CH:13][CH:12]=4)[CH:19]=3)[N:25]=2)=[CH:31][CH:30]=1. The catalyst class is: 4.